Predict the product of the given reaction. From a dataset of Forward reaction prediction with 1.9M reactions from USPTO patents (1976-2016). Given the reactants [NH2:1][C:2]1[N:7]=[CH:6][C:5]([C:8]2[CH:9]=[N:10][N:11]([CH2:13][CH:14]3[CH2:16][CH:15]3[C:17]([N:19](C)[CH3:20])=O)[CH:12]=2)=[CH:4][C:3]=1[O:22][CH:23]([C:25]1[C:30]([Cl:31])=[CH:29][CH:28]=[C:27]([F:32])[C:26]=1[Cl:33])[CH3:24].ClC1C(F)=CC=C(Cl)C=1C(OC1C(N)=NC=C(B2OC(C)(C)C(C)(C)O2)C=1)C, predict the reaction product. The product is: [Cl:33][C:26]1[C:27]([F:32])=[CH:28][CH:29]=[C:30]([Cl:31])[C:25]=1[CH:23]([O:22][C:3]1[C:2]([NH2:1])=[N:7][CH:6]=[C:5]([C:8]2[CH:9]=[N:10][N:11]([CH2:13][CH:14]3[CH2:16][CH2:20][NH:19][CH2:17][CH2:15]3)[CH:12]=2)[CH:4]=1)[CH3:24].